From a dataset of Catalyst prediction with 721,799 reactions and 888 catalyst types from USPTO. Predict which catalyst facilitates the given reaction. (1) Reactant: [CH3:1][NH2:2].[CH3:3][N:4]([N:6]=[N:7][C:8]1[CH:12]=[CH:11][S:10][C:9]=1[C:13]([O:15]C)=O)[CH3:5].O. Product: [CH3:5][N:4]([N:6]=[N:7][C:8]1[CH:12]=[CH:11][S:10][C:9]=1[C:13]([NH:2][CH3:1])=[O:15])[CH3:3]. The catalyst class is: 1. (2) Reactant: [Cl:1][C:2]1[CH:7]=[CH:6][CH:5]=[C:4]([F:8])[C:3]=1[C:9]1[NH:13][C:12](=[O:14])[N:11]([C:15]2[CH:24]=[CH:23][C:18]([C:19](OC)=O)=[C:17]([O:25][CH3:26])[CH:16]=2)[N:10]=1.[CH3:27][NH:28][C:29]1[C:30]([NH2:37])=[CH:31][C:32]([CH3:36])=[C:33]([CH3:35])[CH:34]=1.C[Al](C)C. Product: [Cl:1][C:2]1[CH:7]=[CH:6][CH:5]=[C:4]([F:8])[C:3]=1[C:9]1[NH:13][C:12](=[O:14])[N:11]([C:15]2[CH:24]=[CH:23][C:18]([C:19]3[N:28]([CH3:27])[C:29]4[CH:34]=[C:33]([CH3:35])[C:32]([CH3:36])=[CH:31][C:30]=4[N:37]=3)=[C:17]([O:25][CH3:26])[CH:16]=2)[N:10]=1. The catalyst class is: 11. (3) Reactant: [H-].[Na+].[CH2:3]([O:5][CH:6]([O:8][CH2:9][C@@H:10]1[NH:15][C:14](=[O:16])[CH2:13][CH2:12][CH2:11]1)[CH3:7])[CH3:4].I[CH2:18][C:19]#[C:20][CH2:21][O:22][CH2:23][C:24]#[N:25].[NH4+].[Cl-]. Product: [CH2:3]([O:5][CH:6]([O:8][CH2:9][C@H:10]1[CH2:11][CH2:12][CH2:13][C:14](=[O:16])[N:15]1[CH2:18][C:19]#[C:20][CH2:21][O:22][CH2:23][C:24]#[N:25])[CH3:7])[CH3:4]. The catalyst class is: 3. (4) Reactant: CCN(C(C)C)C(C)C.C(S[C:18](=[O:39])[CH2:19][C@H:20]([NH:31][C:32]([O:34][C:35]([CH3:38])([CH3:37])[CH3:36])=[O:33])[C:21]([O:23][CH2:24][C:25]1[CH:30]=[CH:29][CH:28]=[CH:27][CH:26]=1)=[O:22])C1C=CC=CC=1.Cl.[NH2:41][C@@H:42]([CH2:48][SH:49])[C:43]([O:45][CH2:46][CH3:47])=[O:44]. Product: [C:35]([O:34][C:32]([NH:31][C@@H:20]([CH2:19][C:18]([NH:41][C@@H:42]([CH2:48][SH:49])[C:43]([O:45][CH2:46][CH3:47])=[O:44])=[O:39])[C:21]([O:23][CH2:24][C:25]1[CH:26]=[CH:27][CH:28]=[CH:29][CH:30]=1)=[O:22])=[O:33])([CH3:36])([CH3:37])[CH3:38]. The catalyst class is: 18.